Dataset: Reaction yield outcomes from USPTO patents with 853,638 reactions. Task: Predict the reaction yield, written as a fraction of the theoretical maximum amount of product (1.0 means a 100% yield; for example, 0.34 means a 34% yield). (1) The reactants are [OH:1][C:2]1[CH:3]=[C:4]2[C:9](=[CH:10][C:11]=1[O:12][CH3:13])[N:8]=[CH:7][NH:6][C:5]2=[O:14].C([O-])([O-])=O.[Cs+].[Cs+].Br[CH2:22][CH3:23]. The catalyst is O.CC#N.CO. The product is [CH2:22]([O:1][C:2]1[CH:3]=[C:4]2[C:9](=[CH:10][C:11]=1[O:12][CH3:13])[N:8]=[CH:7][NH:6][C:5]2=[O:14])[CH3:23]. The yield is 0.480. (2) The reactants are [C:1]([O:5][C:6](=[O:22])[NH:7][C:8]1[CH:13]=[CH:12][C:11]([CH2:14][C:15]2[CH:20]=[CH:19][C:18]([NH2:21])=[CH:17][CH:16]=2)=[CH:10][CH:9]=1)([CH3:4])([CH3:3])[CH3:2].[C:23]([C:27]([CH2:29][C:30](OCC)=[O:31])=[O:28])([F:26])([F:25])[F:24]. The catalyst is C1(C)C=CC=CC=1. The product is [C:1]([O:5][C:6](=[O:22])[NH:7][C:8]1[CH:13]=[CH:12][C:11]([CH2:14][C:15]2[CH:16]=[CH:17][C:18]([NH:21][C:30](=[O:31])[CH2:29][C:27](=[O:28])[C:23]([F:26])([F:25])[F:24])=[CH:19][CH:20]=2)=[CH:10][CH:9]=1)([CH3:4])([CH3:2])[CH3:3]. The yield is 0.900. (3) The reactants are FC(F)(F)C(O)=O.[NH2:8][C:9]1[C:14]([C:15]([C:17]2[CH:22]=[CH:21][C:20]([F:23])=[CH:19][C:18]=2[O:24][CH3:25])=[O:16])=[CH:13][N:12]=[C:11]([NH:26][CH:27]2[CH2:32][CH2:31][NH:30][CH2:29][CH2:28]2)[N:10]=1.C(N(CC)CC)C.[CH3:40][S:41](Cl)(=[O:43])=[O:42]. The catalyst is ClCCl. The product is [NH2:8][C:9]1[C:14]([C:15]([C:17]2[CH:22]=[CH:21][C:20]([F:23])=[CH:19][C:18]=2[O:24][CH3:25])=[O:16])=[CH:13][N:12]=[C:11]([NH:26][CH:27]2[CH2:28][CH2:29][N:30]([S:41]([CH3:40])(=[O:43])=[O:42])[CH2:31][CH2:32]2)[N:10]=1. The yield is 0.630. (4) The reactants are C(N(CC)CC)C.[C:8](Cl)(=[O:10])[CH3:9].Cl.Cl.[NH2:14][C@H:15]([CH2:34][S:35]([C:38]1[CH:47]=[CH:46][C:45]2[C:40](=[CH:41][CH:42]=[C:43]([Cl:48])[CH:44]=2)[CH:39]=1)(=[O:37])=[O:36])[C:16]([N:18]1[CH2:23][CH2:22][CH:21]([N:24]2[CH2:28][C:27]3=[CH:29][N:30]=[C:31]([CH3:32])[N:26]3[C:25]2=[O:33])[CH2:20][CH2:19]1)=[O:17].C(=O)([O-])O.[Na+]. The catalyst is ClCCl. The product is [Cl:48][C:43]1[CH:44]=[C:45]2[C:40](=[CH:41][CH:42]=1)[CH:39]=[C:38]([S:35]([CH2:34][C@@H:15]([NH:14][C:8](=[O:10])[CH3:9])[C:16]([N:18]1[CH2:19][CH2:20][CH:21]([N:24]3[CH2:28][C:27]4=[CH:29][N:30]=[C:31]([CH3:32])[N:26]4[C:25]3=[O:33])[CH2:22][CH2:23]1)=[O:17])(=[O:36])=[O:37])[CH:47]=[CH:46]2. The yield is 0.540. (5) The reactants are [CH3:1][N:2]1[CH2:7][CH2:6][N:5]([C:8]2[CH:9]=[CH:10][C:11]([N+:15]([O-])=O)=[C:12]([CH:14]=2)[NH2:13])[CH2:4][CH2:3]1.Cl.C(O[C:22](=N)[CH2:23][C:24]([O:26][CH2:27][CH3:28])=[O:25])C.Cl.[OH-].[Na+]. No catalyst specified. The product is [CH2:27]([O:26][C:24](=[O:25])[CH2:23][C:22]1[NH:13][C:12]2[CH:14]=[C:8]([N:5]3[CH2:6][CH2:7][N:2]([CH3:1])[CH2:3][CH2:4]3)[CH:9]=[CH:10][C:11]=2[N:15]=1)[CH3:28]. The yield is 0.741. (6) The reactants are [NH2:1][C:2]1[C:3]([F:22])=[CH:4][C:5]([Cl:21])=[C:6]([C:8]2[C:9](=[O:20])[N:10]([CH3:19])[C:11]3[C:16]([CH:17]=2)=[CH:15][N:14]=[C:13](Cl)[CH:12]=3)[CH:7]=1.COC1C=CC(CNC)=CC=1. The catalyst is CCOCC. The product is [NH2:1][C:2]1[C:3]([F:22])=[CH:4][C:5]([Cl:21])=[C:6]([C:8]2[C:9](=[O:20])[N:10]([CH3:19])[C:11]3[C:16]([CH:17]=2)=[CH:15][N:14]=[CH:13][CH:12]=3)[CH:7]=1. The yield is 0.890. (7) The reactants are [NH2:1][C:2]1[C:7]([C:8]#[N:9])=[C:6]([NH:10][C@H:11]([C:13]2[N:18]([C:19]3[CH:24]=[CH:23][CH:22]=[CH:21][CH:20]=3)[C:17](=[O:25])[C:16]3=[C:26]([CH2:29][C:30]4[CH:35]=[CH:34][CH:33]=[C:32]([O:36]C)[CH:31]=4)[CH:27]=[CH:28][N:15]3[N:14]=2)[CH3:12])[N:5]=[CH:4][N:3]=1.B(Br)(Br)Br. The catalyst is ClCCl. The product is [NH2:1][C:2]1[C:7]([C:8]#[N:9])=[C:6]([NH:10][C@H:11]([C:13]2[N:18]([C:19]3[CH:20]=[CH:21][CH:22]=[CH:23][CH:24]=3)[C:17](=[O:25])[C:16]3=[C:26]([CH2:29][C:30]4[CH:35]=[CH:34][CH:33]=[C:32]([OH:36])[CH:31]=4)[CH:27]=[CH:28][N:15]3[N:14]=2)[CH3:12])[N:5]=[CH:4][N:3]=1. The yield is 0.390. (8) The reactants are ClC(Cl)(O[C:5](=[O:11])OC(Cl)(Cl)Cl)Cl.C(O)(=O)C.[NH2:17][C:18]([C:21]1[CH:26]=[CH:25][C:24]([NH:27][C:28]([C:30]2[NH:31][CH:32]=[C:33]([C:35]#[N:36])[N:34]=2)=[O:29])=[C:23]([C:37]2[CH2:42][CH2:41][CH2:40][CH2:39][CH:38]=2)[CH:22]=1)([CH3:20])[CH3:19].CC[N:45](C(C)C)C(C)C. The catalyst is C1COCC1. The product is [C:37]1([C:23]2[CH:22]=[C:21]([C:18]([CH3:20])([NH:17][C:5]([NH2:45])=[O:11])[CH3:19])[CH:26]=[CH:25][C:24]=2[NH:27][C:28]([C:30]2[NH:31][CH:32]=[C:33]([C:35]#[N:36])[N:34]=2)=[O:29])[CH2:42][CH2:41][CH2:40][CH2:39][CH:38]=1. The yield is 0.300. (9) The reactants are [O:1]1[C:5]2[CH:6]=[CH:7][C:8]([C:10]3[CH:15]=[CH:14][C:13]([C:16]4[N:21]=[C:20]([O:22][CH2:23][CH2:24][CH2:25][CH2:26][C:27]([CH3:44])([CH3:43])[CH2:28][NH:29][C:30]([NH:32][C:33]5[CH:34]=[C:35]([CH:40]=[CH:41][CH:42]=5)[C:36]([O:38]C)=[O:37])=[O:31])[CH:19]=[CH:18][CH:17]=4)=[CH:12][CH:11]=3)=[CH:9][C:4]=2[O:3][CH2:2]1.[OH-].[K+]. The catalyst is C(O)C.O. The product is [O:1]1[C:5]2[CH:6]=[CH:7][C:8]([C:10]3[CH:11]=[CH:12][C:13]([C:16]4[N:21]=[C:20]([O:22][CH2:23][CH2:24][CH2:25][CH2:26][C:27]([CH3:44])([CH3:43])[CH2:28][NH:29][C:30]([NH:32][C:33]5[CH:34]=[C:35]([CH:40]=[CH:41][CH:42]=5)[C:36]([OH:38])=[O:37])=[O:31])[CH:19]=[CH:18][CH:17]=4)=[CH:14][CH:15]=3)=[CH:9][C:4]=2[O:3][CH2:2]1. The yield is 0.560. (10) The reactants are [NH2:1][C:2]1[N:33]=[CH:32][CH:31]=[CH:30][C:3]=1[C:4]([C:6]1[N:7]=[C:8]([N:16]2[CH2:22][CH2:21][CH2:20][N:19](C(OC(C)(C)C)=O)[CH2:18][CH2:17]2)[C:9]2[C:14]([CH:15]=1)=[CH:13][CH:12]=[CH:11][CH:10]=2)=[O:5].[ClH:34]. The catalyst is O1CCOCC1. The product is [ClH:34].[ClH:34].[N:16]1([C:8]2[C:9]3[C:14](=[CH:13][CH:12]=[CH:11][CH:10]=3)[CH:15]=[C:6]([C:4]([C:3]3[C:2]([NH2:1])=[N:33][CH:32]=[CH:31][CH:30]=3)=[O:5])[N:7]=2)[CH2:22][CH2:21][CH2:20][NH:19][CH2:18][CH2:17]1. The yield is 0.980.